From a dataset of Forward reaction prediction with 1.9M reactions from USPTO patents (1976-2016). Predict the product of the given reaction. (1) The product is: [CH:1]1([N:4]2[CH:8]=[C:7]([C:9]3[CH:10]=[CH:11][C:12]4[N:13]([CH:15]=[C:16]([NH2:18])[N:17]=4)[N:14]=3)[C:6]([C:22]3[CH:27]=[CH:26][C:25]([F:28])=[CH:24][CH:23]=3)=[N:5]2)[CH2:3][CH2:2]1. Given the reactants [CH:1]1([N:4]2[CH:8]=[C:7]([C:9]3[CH:10]=[CH:11][C:12]4[N:13]([CH:15]=[C:16]([NH:18]C(=O)C)[N:17]=4)[N:14]=3)[C:6]([C:22]3[CH:27]=[CH:26][C:25]([F:28])=[CH:24][CH:23]=3)=[N:5]2)[CH2:3][CH2:2]1.Cl, predict the reaction product. (2) Given the reactants [CH3:1][O:2][C:3]1[CH:4]=[C:5]2[C:10](=[CH:11][C:12]=1[O:13][CH3:14])[N:9]=[CH:8][CH:7]=[C:6]2[O:15][C:16]1[CH:22]=[CH:21][C:19]([NH2:20])=[CH:18][C:17]=1[F:23].[CH2:24]([N:27]1[CH:31]=[CH:30][C:29]([C:32](O)=[O:33])=[N:28]1)[CH2:25][CH3:26], predict the reaction product. The product is: [CH3:1][O:2][C:3]1[CH:4]=[C:5]2[C:10](=[CH:11][C:12]=1[O:13][CH3:14])[N:9]=[CH:8][CH:7]=[C:6]2[O:15][C:16]1[CH:22]=[CH:21][C:19]([NH:20][C:32]([C:29]2[CH:30]=[CH:31][N:27]([CH2:24][CH2:25][CH3:26])[N:28]=2)=[O:33])=[CH:18][C:17]=1[F:23]. (3) Given the reactants [Cl:1][C:2]1[N:7]=[C:6](Cl)[C:5]([C:9]([OH:11])=[O:10])=[CH:4][N:3]=1.C(N(CC)CC)C.[NH2:19][CH2:20][CH2:21][CH2:22][NH:23][C:24](=[O:30])[O:25][C:26]([CH3:29])([CH3:28])[CH3:27].C(OCC)(=O)C, predict the reaction product. The product is: [C:26]([O:25][C:24]([NH:23][CH2:22][CH2:21][CH2:20][NH:19][C:6]1[C:5]([C:9]([OH:11])=[O:10])=[CH:4][N:3]=[C:2]([Cl:1])[N:7]=1)=[O:30])([CH3:29])([CH3:28])[CH3:27]. (4) Given the reactants Cl.[Cl:2][C:3]1[CH:4]=[C:5]([NH:10][C:11]([N:13]2[CH2:18][CH2:17][NH:16][CH2:15][CH2:14]2)=[O:12])[CH:6]=[CH:7][C:8]=1[Cl:9].C(OC([N:26]1[CH2:31][CH2:30][N:29]([CH:32]([CH3:34])[CH3:33])[CH2:28][C@@H:27]1[C:35](O)=[O:36])=O)(C)(C)C.C(N(CC)C(C)C)(C)C.CN(C(ON1N=NC2C=CC=NC1=2)=[N+](C)C)C.F[P-](F)(F)(F)(F)F.C(NC(C)C)(C)C, predict the reaction product. The product is: [Cl:2][C:3]1[CH:4]=[C:5]([NH:10][C:11]([N:13]2[CH2:18][CH2:17][N:16]([C:35]([C@H:27]3[CH2:28][N:29]([CH:32]([CH3:34])[CH3:33])[CH2:30][CH2:31][NH:26]3)=[O:36])[CH2:15][CH2:14]2)=[O:12])[CH:6]=[CH:7][C:8]=1[Cl:9].